Task: Predict the reactants needed to synthesize the given product.. Dataset: Full USPTO retrosynthesis dataset with 1.9M reactions from patents (1976-2016) (1) Given the product [Br:31][C:18]1[N:19]([CH3:20])[C:15]([S:14][CH2:13][C:11]2[O:10][N:9]=[C:8]([C:4]3[CH:5]=[CH:6][CH:7]=[C:2]([Cl:1])[CH:3]=3)[N:12]=2)=[N:16][N:17]=1, predict the reactants needed to synthesize it. The reactants are: [Cl:1][C:2]1[CH:3]=[C:4]([C:8]2[N:12]=[C:11]([CH2:13][S:14][C:15]3[N:19]([CH3:20])[CH:18]=[N:17][N:16]=3)[O:10][N:9]=2)[CH:5]=[CH:6][CH:7]=1.C(Cl)(Cl)Cl.N1C=CC=CC=1.[Br:31]Br. (2) Given the product [CH2:1]([N:8]([C:21]1[C:26]([Cl:27])=[CH:25][C:24]([C:28]([F:30])([F:31])[F:29])=[CH:23][N:22]=1)[S:9]([C:12]1[CH:20]=[CH:19][C:15]([C:16]([N:33]([CH3:34])[CH3:32])=[O:18])=[CH:14][CH:13]=1)(=[O:10])=[O:11])[C:2]1[CH:7]=[CH:6][CH:5]=[CH:4][CH:3]=1, predict the reactants needed to synthesize it. The reactants are: [CH2:1]([N:8]([C:21]1[C:26]([Cl:27])=[CH:25][C:24]([C:28]([F:31])([F:30])[F:29])=[CH:23][N:22]=1)[S:9]([C:12]1[CH:20]=[CH:19][C:15]([C:16]([OH:18])=O)=[CH:14][CH:13]=1)(=[O:11])=[O:10])[C:2]1[CH:7]=[CH:6][CH:5]=[CH:4][CH:3]=1.[CH3:32][NH:33][CH3:34]. (3) Given the product [NH2:13][C:10]1[C:11](=[O:12])[N:7]([CH:1]2[CH2:2][CH2:3][CH2:4][CH2:5][CH2:6]2)[N:8]([CH3:17])[C:9]=1[CH3:16], predict the reactants needed to synthesize it. The reactants are: [CH:1]1([N:7]2[C:11](=[O:12])[C:10]([N+:13]([O-])=O)=[C:9]([CH3:16])[N:8]2[CH3:17])[CH2:6][CH2:5][CH2:4][CH2:3][CH2:2]1.